From a dataset of Full USPTO retrosynthesis dataset with 1.9M reactions from patents (1976-2016). Predict the reactants needed to synthesize the given product. (1) Given the product [CH2:3]([O:5][C:6]([C:8]1[N:9]=[C:10]([CH2:13][N:21]2[CH:22]=[CH:23][C:24]([C:25](=[O:27])[CH3:26])=[N:20]2)[O:11][CH:12]=1)=[O:7])[CH3:4], predict the reactants needed to synthesize it. The reactants are: N#N.[CH2:3]([O:5][C:6]([C:8]1[N:9]=[C:10]([CH2:13]OS(C)(=O)=O)[O:11][CH:12]=1)=[O:7])[CH3:4].Cl.[NH:20]1[C:24]([C:25](=[O:27])[CH3:26])=[CH:23][CH:22]=[N:21]1.C([O-])([O-])=O.[K+].[K+]. (2) Given the product [F:37][CH:35]([F:36])[C:33]1[CH:32]=[CH:31][N:30]=[C:29]([NH:28][C:23]2[CH:22]=[C:21]([C:19]3[N:18]=[N:17][N:16]([CH2:15][C:3]4([OH:10])[CH2:2][NH:1][C:5](=[O:7])[CH2:4]4)[CH:20]=3)[CH:26]=[C:25]([CH3:27])[CH:24]=2)[N:34]=1, predict the reactants needed to synthesize it. The reactants are: [NH2:1][CH2:2][C:3]([CH2:15][N:16]1[CH:20]=[C:19]([C:21]2[CH:26]=[C:25]([CH3:27])[CH:24]=[C:23]([NH:28][C:29]3[N:34]=[C:33]([CH:35]([F:37])[F:36])[CH:32]=[CH:31][N:30]=3)[CH:22]=2)[N:18]=[N:17]1)([O:10][Si](C)(C)C)[CH2:4][C:5]([O:7]CC)=O.[OH-].[Na+]. (3) Given the product [Cl:11][C:12]1[CH:17]=[C:16]([O:8][CH2:7][CH2:6][N:1]2[CH2:5][CH2:4][CH2:3][CH2:2]2)[N:15]=[C:14]([C:19]2[N:23]3[CH:24]=[C:25]([F:28])[CH:26]=[CH:27][C:22]3=[N:21][CH:20]=2)[N:13]=1, predict the reactants needed to synthesize it. The reactants are: [N:1]1([CH2:6][CH2:7][OH:8])[CH2:5][CH2:4][CH2:3][CH2:2]1.[H-].[Na+].[Cl:11][C:12]1[CH:17]=[C:16](Cl)[N:15]=[C:14]([C:19]2[N:23]3[CH:24]=[C:25]([F:28])[CH:26]=[CH:27][C:22]3=[N:21][CH:20]=2)[N:13]=1. (4) Given the product [NH:1]1[C:5]2[CH:6]=[CH:7][CH:8]=[CH:9][C:4]=2[N:3]=[C:2]1[C:10]([C:12]1[CH:17]=[CH:16][C:15]([O:18][C:19]2[C:24]([C:31]3[CH:32]=[CH:33][C:28]([C:26]#[N:27])=[CH:29][CH:30]=3)=[CH:23][CH:22]=[CH:21][N:20]=2)=[CH:14][CH:13]=1)=[O:11], predict the reactants needed to synthesize it. The reactants are: [NH:1]1[C:5]2[CH:6]=[CH:7][CH:8]=[CH:9][C:4]=2[N:3]=[C:2]1[C:10]([C:12]1[CH:17]=[CH:16][C:15]([O:18][C:19]2[C:24](Br)=[CH:23][CH:22]=[CH:21][N:20]=2)=[CH:14][CH:13]=1)=[O:11].[C:26]([C:28]1[CH:33]=[CH:32][C:31](B(O)O)=[CH:30][CH:29]=1)#[N:27].O.C(=O)([O-])[O-].[Na+].[Na+]. (5) Given the product [CH:10]1([CH2:9][N:16]2[C:24]3[C:19](=[CH:20][CH:21]=[C:22]([CH2:25][C:26]([OH:28])=[O:27])[CH:23]=3)[CH:18]=[CH:17]2)[CH2:11][CH2:12][CH2:13][CH2:14][CH2:15]1.[CH2:9]([N:16]1[C:24]2[C:19](=[CH:20][CH:21]=[C:22]([CH2:25][C:26]([OH:28])=[O:27])[CH:23]=2)[CH:18]=[CH:17]1)[C:10]1[CH:11]=[CH:12][CH:13]=[CH:14][CH:15]=1, predict the reactants needed to synthesize it. The reactants are: C1(CBr)CCCCC1.[CH2:9]([N:16]1[C:24]2[C:19](=[CH:20][CH:21]=[C:22]([CH2:25][C:26]([OH:28])=[O:27])[CH:23]=2)[CH:18]=[CH:17]1)[C:10]1[CH:15]=[CH:14][CH:13]=[CH:12][CH:11]=1. (6) Given the product [BrH:1].[Br:16][C:13]1[CH:14]=[CH:15][C:10]2[N:11]([CH2:2][C:3]([C:4]([F:7])([F:6])[F:5])([OH:8])[N:9]=2)[C:12]=1[CH3:17], predict the reactants needed to synthesize it. The reactants are: [Br:1][CH2:2][C:3](=[O:8])[C:4]([F:7])([F:6])[F:5].[NH2:9][C:10]1[CH:15]=[CH:14][C:13]([Br:16])=[C:12]([CH3:17])[N:11]=1.